From a dataset of Experimentally validated miRNA-target interactions with 360,000+ pairs, plus equal number of negative samples. Binary Classification. Given a miRNA mature sequence and a target amino acid sequence, predict their likelihood of interaction. (1) The miRNA is hsa-miR-3666 with sequence CAGUGCAAGUGUAGAUGCCGA. The protein sequence of the target gene is MQIFVKTLTGKTITLEVEPSDTIENVKAKIQDKEGIPPDQQRLIFAGKQLEDGRTLSDYNIQKESTLHLVLRLRGGAKKRKKKSYTTPKKNKHKRKKVKLAVLKYYKVDENGKISRLRRECPSDECGAGVFMASHFDRHYCGKCCLTYCFNKPEDK. Result: 1 (interaction). (2) The miRNA is hsa-miR-513b-5p with sequence UUCACAAGGAGGUGUCAUUUAU. The protein sequence of the target gene is MPAPIRLRELIRTIRTARTQAEEREMIQKECAAIRSSFREEDNTYRCRNVAKLLYMHMLGYPAHFGQLECLKLIASQKFTDKRIGYLGAMLLLDERQDVHLLMTNCIKNDLNHSTQFVQGLALCTLGCMGSSEMCRDLAGEVEKLLKTSNSYLRKKAALCAVHVIRKVPELMEMFLPATKNLLNEKNHGVLHTSVVLLTEMCERSPDMLAHFRKLVPQLVRILKNLIMSGYSPEHDVSGISDPFLQVRILRLLRILGRNDDDSSEAMNDILAQVATNTETSKNVGNAILYETVLTIMDIK.... Result: 0 (no interaction).